From a dataset of Forward reaction prediction with 1.9M reactions from USPTO patents (1976-2016). Predict the product of the given reaction. (1) The product is: [CH3:25][O:24][C:20]1[CH:19]=[C:18]([CH:23]=[CH:22][CH:21]=1)[C:17]([NH:16][N:12]1[CH2:13][CH2:14][CH2:15][C@H:11]1[C:9]([OH:10])=[O:8])=[O:26]. Given the reactants C([O:8][C:9]([C@@H:11]1[CH2:15][CH2:14][CH2:13][N:12]1[NH:16][C:17](=[O:26])[C:18]1[CH:23]=[CH:22][CH:21]=[C:20]([O:24][CH3:25])[CH:19]=1)=[O:10])C1C=CC=CC=1.O.[OH-].[Li+], predict the reaction product. (2) Given the reactants [CH2:1](N(CC)CC)C.B.Cl.[CH3:10][O:11][C:12]1[CH:17]=[CH:16][CH:15]=[CH:14][C:13]=1[N:18]1[CH2:23][CH2:22][N:21]([CH2:24][CH2:25][NH2:26])[CH2:20][CH2:19]1, predict the reaction product. The product is: [CH3:10][O:11][C:12]1[CH:17]=[CH:16][CH:15]=[CH:14][C:13]=1[N:18]1[CH2:19][CH2:20][N:21]([CH2:24][C@H:25]([NH2:26])[CH3:1])[CH2:22][CH2:23]1.